This data is from Catalyst prediction with 721,799 reactions and 888 catalyst types from USPTO. The task is: Predict which catalyst facilitates the given reaction. Reactant: [NH2:1][C:2]1[C:7]([Cl:8])=[C:6]([CH3:9])[N:5]=[C:4]([CH3:10])[N:3]=1.CC(C)([O-])C.[K+].[CH2:17]([O:24][C:25]1[CH:32]=[CH:31][C:28]([CH2:29]Cl)=[CH:27][C:26]=1[O:33][CH:34]([F:36])[F:35])[C:18]1[CH:23]=[CH:22][CH:21]=[CH:20][CH:19]=1.C1(C)C=CC=CC=1. Product: [CH2:17]([O:24][C:25]1[CH:32]=[CH:31][C:28]([CH2:29][NH:1][C:2]2[C:7]([Cl:8])=[C:6]([CH3:9])[N:5]=[C:4]([CH3:10])[N:3]=2)=[CH:27][C:26]=1[O:33][CH:34]([F:35])[F:36])[C:18]1[CH:19]=[CH:20][CH:21]=[CH:22][CH:23]=1. The catalyst class is: 107.